From a dataset of Forward reaction prediction with 1.9M reactions from USPTO patents (1976-2016). Predict the product of the given reaction. Given the reactants [NH2:1][C:2]1[C:10]([Cl:11])=[CH:9][C:5]([C:6]([OH:8])=O)=[C:4]([O:12][CH3:13])[CH:3]=1.CCN(C(C)C)C(C)C.Cl.CN(C)CCCN=C=NCC.ON1C2C=CC=CC=2N=N1.[NH2:45][C:46]1[S:47][CH:48]=[CH:49][N:50]=1, predict the reaction product. The product is: [NH2:1][C:2]1[C:10]([Cl:11])=[CH:9][C:5]([C:6]([NH:45][C:46]2[S:47][CH:48]=[CH:49][N:50]=2)=[O:8])=[C:4]([O:12][CH3:13])[CH:3]=1.